From a dataset of Forward reaction prediction with 1.9M reactions from USPTO patents (1976-2016). Predict the product of the given reaction. The product is: [Cl:1][C:2]1[C:3]([C:12]([F:15])([F:14])[F:13])=[CH:4][C:5]([N+:9]([O-:11])=[O:10])=[C:6]([NH:16][C:17]2[CH:18]=[CH:19][C:20]([CH2:23][C@H:24]([OH:26])[CH3:25])=[CH:21][CH:22]=2)[CH:7]=1. Given the reactants [Cl:1][C:2]1[CH:7]=[C:6](Cl)[C:5]([N+:9]([O-:11])=[O:10])=[CH:4][C:3]=1[C:12]([F:15])([F:14])[F:13].[NH2:16][C:17]1[CH:22]=[CH:21][C:20]([CH2:23][C@H:24]([OH:26])[CH3:25])=[CH:19][CH:18]=1, predict the reaction product.